From a dataset of Full USPTO retrosynthesis dataset with 1.9M reactions from patents (1976-2016). Predict the reactants needed to synthesize the given product. (1) Given the product [CH3:17][O:18][C:19]([C@@H:20]1[NH:31][C@H:5]([C:4]2[CH:7]=[CH:8][CH:9]=[C:2]([OH:1])[CH:3]=2)[C:26]2[S:25][C:24]3[CH:27]=[CH:28][CH:29]=[CH:30][C:23]=3[C:22]=2[CH2:21]1)=[O:32], predict the reactants needed to synthesize it. The reactants are: [OH:1][C:2]1[CH:3]=[C:4]([CH:7]=[CH:8][CH:9]=1)[CH:5]=O.FC(F)(F)C(O)=O.[CH3:17][O:18][C:19](=[O:32])[CH:20]([NH2:31])[CH2:21][C:22]1[C:23]2[CH:30]=[CH:29][CH:28]=[CH:27][C:24]=2[S:25][CH:26]=1. (2) Given the product [C:12]1([N:11]=[C:6]=[O:9])[CH:17]=[CH:16][CH:15]=[CH:14][CH:13]=1, predict the reactants needed to synthesize it. The reactants are: [C]=O.C1(=O)C=C[C:6](=[O:9])C=C1.[NH2:11][C:12]1[CH:17]=[CH:16][CH:15]=[CH:14][CH:13]=1. (3) Given the product [Cl:1][C:2]1[N:7]=[CH:6][C:5]([C:8](=[O:10])[CH:9]=[CH:14][N:15]([CH3:17])[CH3:16])=[CH:4][CH:3]=1, predict the reactants needed to synthesize it. The reactants are: [Cl:1][C:2]1[N:7]=[CH:6][C:5]([C:8](=[O:10])[CH3:9])=[CH:4][CH:3]=1.C(O[CH:14](OCC)[N:15]([CH3:17])[CH3:16])C. (4) Given the product [F:11][C:8]1[CH:9]=[CH:10][C:2]([NH:1][CH2:18][C:15]2[CH:16]=[CH:17][N:12]=[CH:13][CH:14]=2)=[C:3]([CH:7]=1)[C:4]([OH:6])=[O:5], predict the reactants needed to synthesize it. The reactants are: [NH2:1][C:2]1[CH:10]=[CH:9][C:8]([F:11])=[CH:7][C:3]=1[C:4]([OH:6])=[O:5].[N:12]1[CH:17]=[CH:16][C:15]([CH:18]=O)=[CH:14][CH:13]=1. (5) Given the product [CH2:44]([O:43][C:41]([N:51]([CH3:52])[CH2:53][C:54]([O:33][C@H:31]([CH3:32])[CH2:30][N:27]1[C:28]([CH3:29])=[C:24]([C:22](=[O:23])[NH:21][C:4]2[CH:5]=[CH:6][C:7]([O:8][C:9]3[C:18]4[C:13](=[CH:14][C:15]([O:19][CH3:20])=[CH:16][CH:17]=4)[N:12]=[CH:11][CH:10]=3)=[C:2]([F:1])[CH:3]=2)[C:25](=[O:40])[N:26]1[C:34]1[CH:35]=[CH:36][CH:37]=[CH:38][CH:39]=1)=[O:55])=[O:42])[C:45]1[CH:50]=[CH:49][CH:48]=[CH:47][CH:46]=1, predict the reactants needed to synthesize it. The reactants are: [F:1][C:2]1[CH:3]=[C:4]([NH:21][C:22]([C:24]2[C:25](=[O:40])[N:26]([C:34]3[CH:39]=[CH:38][CH:37]=[CH:36][CH:35]=3)[N:27]([CH2:30][CH:31]([OH:33])[CH3:32])[C:28]=2[CH3:29])=[O:23])[CH:5]=[CH:6][C:7]=1[O:8][C:9]1[C:18]2[C:13](=[CH:14][C:15]([O:19][CH3:20])=[CH:16][CH:17]=2)[N:12]=[CH:11][CH:10]=1.[C:41]([N:51]([CH2:53][C:54](O)=[O:55])[CH3:52])([O:43][CH2:44][C:45]1[CH:50]=[CH:49][CH:48]=[CH:47][CH:46]=1)=[O:42].C(Cl)CCl.